From a dataset of Peptide-MHC class II binding affinity with 134,281 pairs from IEDB. Regression. Given a peptide amino acid sequence and an MHC pseudo amino acid sequence, predict their binding affinity value. This is MHC class II binding data. (1) The peptide sequence is GCQTYKWETFLTSEL. The MHC is DRB5_0101 with pseudo-sequence DRB5_0101. The binding affinity (normalized) is 0.144. (2) The peptide sequence is TWHYDDENPYKTWAYHG. The MHC is DRB5_0101 with pseudo-sequence DRB5_0101. The binding affinity (normalized) is 0.